Task: Predict the product of the given reaction.. Dataset: Forward reaction prediction with 1.9M reactions from USPTO patents (1976-2016) (1) Given the reactants [C:1]1([N:7]=[C:8]=S)[CH:6]=[CH:5][CH:4]=[CH:3][CH:2]=1.C([CH:12]([CH2:15][CH2:16][CH2:17][CH3:18])[CH2:13][NH2:14])C.[CH2:19](N(CC)CC)[CH3:20].II, predict the reaction product. The product is: [CH3:19][CH2:20][CH:13]([N:14]=[C:8]=[N:7][C:1]1[CH:6]=[CH:5][CH:4]=[CH:3][CH:2]=1)[CH2:12][CH2:15][CH2:16][CH2:17][CH3:18]. (2) Given the reactants [CH2:1]([O:3][C:4](=[O:23])[CH:5]([C:13]1[CH:18]=[CH:17][C:16]([O:19][CH3:20])=[CH:15][C:14]=1[O:21][CH3:22])[N:6]1[C:10]([CH2:11][OH:12])=[CH:9][N:8]=[CH:7]1)[CH3:2].CC(OI1(OC(C)=O)(OC(C)=O)OC(=O)C2C=CC=CC1=2)=O, predict the reaction product. The product is: [CH2:1]([O:3][C:4](=[O:23])[CH:5]([C:13]1[CH:18]=[CH:17][C:16]([O:19][CH3:20])=[CH:15][C:14]=1[O:21][CH3:22])[N:6]1[C:10]([CH:11]=[O:12])=[CH:9][N:8]=[CH:7]1)[CH3:2].